From a dataset of Catalyst prediction with 721,799 reactions and 888 catalyst types from USPTO. Predict which catalyst facilitates the given reaction. (1) Reactant: C([O-])(=O)C.[NH4+].C([O:9][C:10]1[CH:32]=[CH:31][C:13]([C:14]([O:16][CH2:17][C:18]2([CH3:30])[CH2:23][O:22][CH:21]([C:24]3[CH:29]=[CH:28][CH:27]=[CH:26][CH:25]=3)[O:20][CH2:19]2)=[O:15])=[CH:12][CH:11]=1)(=O)C. Product: [OH:9][C:10]1[CH:11]=[CH:12][C:13]([C:14]([O:16][CH2:17][C:18]2([CH3:30])[CH2:19][O:20][CH:21]([C:24]3[CH:25]=[CH:26][CH:27]=[CH:28][CH:29]=3)[O:22][CH2:23]2)=[O:15])=[CH:31][CH:32]=1. The catalyst class is: 24. (2) Reactant: [OH:1][CH2:2][C@H:3]1[CH2:7][CH2:6][C@@H:5]([NH:8][C:9](=[O:15])[O:10][C:11]([CH3:14])([CH3:13])[CH3:12])[CH2:4]1.[H-].[Na+].[CH2:18](Br)[C:19]1[CH:24]=[CH:23][CH:22]=[CH:21][CH:20]=1.O. Product: [CH2:18]([O:1][CH2:2][C@H:3]1[CH2:7][CH2:6][C@@H:5]([NH:8][C:9](=[O:15])[O:10][C:11]([CH3:12])([CH3:14])[CH3:13])[CH2:4]1)[C:19]1[CH:24]=[CH:23][CH:22]=[CH:21][CH:20]=1. The catalyst class is: 1. (3) Reactant: [O:1]1[CH:5]=[CH:4][CH:3]=[C:2]1[C:6]1[C:11]([I:12])=[C:10](S(C)=O)[N:9]=[C:8]([NH2:16])[N:7]=1.[CH2:17]([OH:21])[CH2:18][CH2:19][CH3:20].C1CCN2C(=NCCC2)CC1. Product: [CH2:17]([O:21][C:10]1[C:11]([I:12])=[C:6]([C:2]2[O:1][CH:5]=[CH:4][CH:3]=2)[N:7]=[C:8]([NH2:16])[N:9]=1)[CH2:18][CH2:19][CH3:20]. The catalyst class is: 1. (4) Reactant: [CH:1]([C:4]1[CH:5]=[CH:6][C:7]2[C:8]3[CH2:16][N:15]([CH3:17])[CH2:14][CH2:13][C:9]=3[NH:10][C:11]=2[CH:12]=1)([CH3:3])[CH3:2].[H-].[Na+].[CH3:20][C:21]1([C:24]2[CH:29]=[CH:28][N:27]=[CH:26][CH:25]=2)[CH2:23][O:22]1. Product: [CH:1]([C:4]1[CH:5]=[CH:6][C:7]2[C:8]3[CH2:16][N:15]([CH3:17])[CH2:14][CH2:13][C:9]=3[N:10]([CH2:20][C:21]([C:24]3[CH:29]=[CH:28][N:27]=[CH:26][CH:25]=3)([OH:22])[CH3:23])[C:11]=2[CH:12]=1)([CH3:3])[CH3:2]. The catalyst class is: 3. (5) Reactant: [C:1]([O:5][C:6]([NH:8][C:9]1[CH:17]=[CH:16][CH:15]=[C:14]2[C:10]=1[CH:11]=[CH:12][N:13]2[C:18]([C:29]1[CH:34]=[CH:33][C:32]([Cl:35])=[CH:31][CH:30]=1)([C:27]#[CH:28])[CH2:19][C:20]([O:22][C:23]([CH3:26])([CH3:25])[CH3:24])=[O:21])=[O:7])([CH3:4])([CH3:3])[CH3:2]. Product: [C:1]([O:5][C:6]([NH:8][C:9]1[CH:17]=[CH:16][CH:15]=[C:14]2[C:10]=1[CH:11]=[CH:12][N:13]2[C:18]([C:29]1[CH:30]=[CH:31][C:32]([Cl:35])=[CH:33][CH:34]=1)([CH2:27][CH3:28])[CH2:19][C:20]([O:22][C:23]([CH3:26])([CH3:25])[CH3:24])=[O:21])=[O:7])([CH3:2])([CH3:3])[CH3:4]. The catalyst class is: 856.